Dataset: Forward reaction prediction with 1.9M reactions from USPTO patents (1976-2016). Task: Predict the product of the given reaction. (1) Given the reactants [OH:1][C@@H:2]1[CH2:7][CH2:6][CH2:5][CH2:4][C@H:3]1[C:8]([O:10]CC)=O.O.[NH2:14][NH2:15], predict the reaction product. The product is: [OH:1][C@@H:2]1[CH2:7][CH2:6][CH2:5][CH2:4][C@H:3]1[C:8]([NH:14][NH2:15])=[O:10]. (2) Given the reactants [Cl:1][C:2]1[C:6]([Cl:7])=[C:5]([CH3:8])[NH:4][C:3]=1[C:9]([NH:11][CH:12]1[CH2:15][N:14]([C:16]2[CH:17]=[C:18]([CH:23]=[CH:24][CH:25]=2)[C:19]([O:21]C)=[O:20])[C:13]1=[O:26])=[O:10].[I-].[Li+], predict the reaction product. The product is: [Cl:1][C:2]1[C:6]([Cl:7])=[C:5]([CH3:8])[NH:4][C:3]=1[C:9]([NH:11][CH:12]1[CH2:15][N:14]([C:16]2[CH:17]=[C:18]([CH:23]=[CH:24][CH:25]=2)[C:19]([OH:21])=[O:20])[C:13]1=[O:26])=[O:10]. (3) Given the reactants [CH3:1][C:2]1[N:3]=[C:4]([N:10]2[CH2:15][CH2:14][O:13][CH2:12][CH2:11]2)[S:5][C:6]=1[C:7](=O)[CH3:8].Br[CH:17](C(=O)C)C(=O)C.COC(N(C)C)OC.[N+]([O-])(O)=O.[OH:36][C:37]1[CH:38]=[C:39]([NH:43][C:44]([NH2:46])=[NH:45])[CH:40]=[CH:41][CH:42]=1, predict the reaction product. The product is: [CH3:1][C:2]1[N:3]=[C:4]([N:10]2[CH2:15][CH2:14][O:13][CH2:12][CH2:11]2)[S:5][C:6]=1[C:7]1[CH:8]=[CH:17][N:46]=[C:44]([NH:43][C:39]2[CH:38]=[C:37]([OH:36])[CH:42]=[CH:41][CH:40]=2)[N:45]=1. (4) The product is: [CH2:19]([NH:6][C:5]1[CH:7]=[C:8]([O:10][CH3:11])[CH:9]=[C:3]([O:2][CH3:1])[CH:4]=1)[C:20]1[CH:25]=[CH:24][CH:23]=[CH:22][CH:21]=1. Given the reactants [CH3:1][O:2][C:3]1[CH:4]=[C:5]([CH:7]=[C:8]([O:10][CH3:11])[CH:9]=1)[NH2:6].C(N(CC)CC)C.[CH2:19](Br)[C:20]1[CH:25]=[CH:24][CH:23]=[CH:22][CH:21]=1, predict the reaction product. (5) Given the reactants [O:1]([CH2:8][C:9]1[CH:13]=[C:12]([C:14]([O:16]CC)=O)[NH:11][N:10]=1)[C:2]1[CH:7]=[CH:6][CH:5]=[CH:4][CH:3]=1.C(OC(=O)[NH:25][CH2:26][C:27](O)([CH3:29])[CH3:28])(C)(C)C, predict the reaction product. The product is: [CH3:28][C:27]1([CH3:29])[N:11]2[N:10]=[C:9]([CH2:8][O:1][C:2]3[CH:3]=[CH:4][CH:5]=[CH:6][CH:7]=3)[CH:13]=[C:12]2[C:14](=[O:16])[NH:25][CH2:26]1. (6) Given the reactants Br[C:2]1[CH:7]=[CH:6][C:5]([N+:8]([O-:10])=[O:9])=[CH:4][N:3]=1.[C:11]([O:15][C:16]([N:18]1[CH2:23][CH2:22][NH:21][CH2:20][CH2:19]1)=[O:17])([CH3:14])([CH3:13])[CH3:12].C(N(CC)CC)C, predict the reaction product. The product is: [N+:8]([C:5]1[CH:6]=[CH:7][C:2]([N:21]2[CH2:20][CH2:19][N:18]([C:16]([O:15][C:11]([CH3:14])([CH3:13])[CH3:12])=[O:17])[CH2:23][CH2:22]2)=[N:3][CH:4]=1)([O-:10])=[O:9]. (7) Given the reactants Cl[C:2]1[N:6]([C:7]2[CH:12]=[CH:11][CH:10]=[CH:9][CH:8]=2)[N:5]=[N:4][N:3]=1.C1OCCOCCOCCOCCOCCOC1.[F-].[K+].C(N(CC)CC)C.[C:40]([N:42]=[C:43]([N:52]1[CH2:57][CH2:56][NH:55][CH:54]([C:58]2[CH:63]=[CH:62][CH:61]=[CH:60][CH:59]=2)[CH2:53]1)[NH:44][C:45]1[CH:50]=[CH:49][CH:48]=[CH:47][C:46]=1[CH3:51])#[N:41], predict the reaction product. The product is: [C:40]([N:42]=[C:43]([N:52]1[CH2:57][CH2:56][N:55]([C:2]2[N:6]([C:7]3[CH:12]=[CH:11][CH:10]=[CH:9][CH:8]=3)[N:5]=[N:4][N:3]=2)[CH:54]([C:58]2[CH:63]=[CH:62][CH:61]=[CH:60][CH:59]=2)[CH2:53]1)[NH:44][C:45]1[CH:50]=[CH:49][CH:48]=[CH:47][C:46]=1[CH3:51])#[N:41].